From a dataset of NCI-60 drug combinations with 297,098 pairs across 59 cell lines. Regression. Given two drug SMILES strings and cell line genomic features, predict the synergy score measuring deviation from expected non-interaction effect. (1) Drug 1: CCC1=C2CN3C(=CC4=C(C3=O)COC(=O)C4(CC)O)C2=NC5=C1C=C(C=C5)O. Drug 2: CS(=O)(=O)OCCCCOS(=O)(=O)C. Cell line: MOLT-4. Synergy scores: CSS=83.3, Synergy_ZIP=0.347, Synergy_Bliss=0.948, Synergy_Loewe=-4.55, Synergy_HSA=1.99. (2) Drug 2: C1CN(P(=O)(OC1)NCCCl)CCCl. Cell line: IGROV1. Synergy scores: CSS=43.1, Synergy_ZIP=14.7, Synergy_Bliss=15.8, Synergy_Loewe=4.04, Synergy_HSA=16.0. Drug 1: C1=C(C(=O)NC(=O)N1)F. (3) Drug 1: C1CC(C1)(C(=O)O)C(=O)O.[NH2-].[NH2-].[Pt+2]. Drug 2: N.N.Cl[Pt+2]Cl. Cell line: MDA-MB-435. Synergy scores: CSS=23.9, Synergy_ZIP=-4.01, Synergy_Bliss=4.46, Synergy_Loewe=1.80, Synergy_HSA=1.80. (4) Drug 1: CCC1(CC2CC(C3=C(CCN(C2)C1)C4=CC=CC=C4N3)(C5=C(C=C6C(=C5)C78CCN9C7C(C=CC9)(C(C(C8N6C=O)(C(=O)OC)O)OC(=O)C)CC)OC)C(=O)OC)O.OS(=O)(=O)O. Drug 2: CCC1=C2CN3C(=CC4=C(C3=O)COC(=O)C4(CC)O)C2=NC5=C1C=C(C=C5)O. Cell line: NCI-H322M. Synergy scores: CSS=-4.38, Synergy_ZIP=1.01, Synergy_Bliss=-3.01, Synergy_Loewe=-4.99, Synergy_HSA=-7.50. (5) Drug 1: CS(=O)(=O)C1=CC(=C(C=C1)C(=O)NC2=CC(=C(C=C2)Cl)C3=CC=CC=N3)Cl. Drug 2: CCC1(CC2CC(C3=C(CCN(C2)C1)C4=CC=CC=C4N3)(C5=C(C=C6C(=C5)C78CCN9C7C(C=CC9)(C(C(C8N6C)(C(=O)OC)O)OC(=O)C)CC)OC)C(=O)OC)O.OS(=O)(=O)O. Cell line: M14. Synergy scores: CSS=57.4, Synergy_ZIP=18.4, Synergy_Bliss=19.6, Synergy_Loewe=-23.5, Synergy_HSA=16.7. (6) Drug 1: C1=NC2=C(N1)C(=S)N=CN2. Drug 2: CCC1(C2=C(COC1=O)C(=O)N3CC4=CC5=C(C=CC(=C5CN(C)C)O)N=C4C3=C2)O.Cl. Cell line: RXF 393. Synergy scores: CSS=38.9, Synergy_ZIP=-11.2, Synergy_Bliss=-0.350, Synergy_Loewe=1.57, Synergy_HSA=3.55. (7) Drug 1: CN(C)N=NC1=C(NC=N1)C(=O)N. Drug 2: C1C(C(OC1N2C=NC(=NC2=O)N)CO)O. Cell line: T-47D. Synergy scores: CSS=-5.29, Synergy_ZIP=1.50, Synergy_Bliss=-0.720, Synergy_Loewe=-6.45, Synergy_HSA=-5.90. (8) Drug 1: CCC1=C2CN3C(=CC4=C(C3=O)COC(=O)C4(CC)O)C2=NC5=C1C=C(C=C5)O. Drug 2: C1=CN(C=N1)CC(O)(P(=O)(O)O)P(=O)(O)O. Cell line: PC-3. Synergy scores: CSS=12.0, Synergy_ZIP=-1.59, Synergy_Bliss=0.847, Synergy_Loewe=-43.1, Synergy_HSA=-0.735.